This data is from Peptide-MHC class I binding affinity with 185,985 pairs from IEDB/IMGT. The task is: Regression. Given a peptide amino acid sequence and an MHC pseudo amino acid sequence, predict their binding affinity value. This is MHC class I binding data. (1) The peptide sequence is YLPYDIFCR. The MHC is HLA-A69:01 with pseudo-sequence HLA-A69:01. The binding affinity (normalized) is 0.0847. (2) The peptide sequence is KIEAPLLLH. The MHC is HLA-A03:01 with pseudo-sequence HLA-A03:01. The binding affinity (normalized) is 0.561. (3) The peptide sequence is LIKFISDNK. The MHC is HLA-A03:01 with pseudo-sequence HLA-A03:01. The binding affinity (normalized) is 0.537.